Dataset: Full USPTO retrosynthesis dataset with 1.9M reactions from patents (1976-2016). Task: Predict the reactants needed to synthesize the given product. (1) Given the product [CH2:1]([O:3][C:4](=[O:9])[CH2:5][CH:6]([NH:8][CH:10]1[CH2:14][CH2:13][CH2:12][CH2:11]1)[CH3:7])[CH3:2], predict the reactants needed to synthesize it. The reactants are: [CH2:1]([O:3][C:4](=[O:9])[CH2:5][CH:6]([NH2:8])[CH3:7])[CH3:2].[C:10]1(=O)[CH2:14][CH2:13][CH2:12][CH2:11]1.C([O-])(=O)C.[Na+].C(O[BH-](OC(=O)C)OC(=O)C)(=O)C.[Na+].C(=O)(O)[O-].[Na+]. (2) The reactants are: [CH3:1][S:2]([C:5]1[CH:10]=[C:9]([CH2:11][NH2:12])[N:8]=[C:7]([C:13]2[CH:18]=[CH:17][CH:16]=[CH:15][N:14]=2)[CH:6]=1)(=[O:4])=[O:3].C(N(CC)CC)C.[Cl:26][C:27]1[S:31][C:30]([S:32](Cl)(=[O:34])=[O:33])=[CH:29][CH:28]=1. Given the product [CH3:1][S:2]([C:5]1[CH:10]=[C:9]([CH2:11][NH:12][S:32]([C:30]2[S:31][C:27]([Cl:26])=[CH:28][CH:29]=2)(=[O:34])=[O:33])[N:8]=[C:7]([C:13]2[CH:18]=[CH:17][CH:16]=[CH:15][N:14]=2)[CH:6]=1)(=[O:3])=[O:4], predict the reactants needed to synthesize it.